Dataset: Forward reaction prediction with 1.9M reactions from USPTO patents (1976-2016). Task: Predict the product of the given reaction. (1) Given the reactants O[CH2:2][C:3]1[CH:19]=[CH:18][C:6]([O:7][C:8]2[CH:9]=[C:10]([C:16]#[N:17])[C:11](=[CH:14][CH:15]=2)[C:12]#[N:13])=[CH:5][CH:4]=1.C(N(CC)CC)C.[CH3:27][S:28](Cl)(=[O:30])=[O:29], predict the reaction product. The product is: [CH3:27][S:28]([CH2:2][C:3]1[CH:19]=[CH:18][C:6]([O:7][C:8]2[CH:9]=[C:10]([C:16]#[N:17])[C:11](=[CH:14][CH:15]=2)[C:12]#[N:13])=[CH:5][CH:4]=1)(=[O:30])=[O:29]. (2) Given the reactants C(=O)([O-])[O-].[Cs+].[Cs+].FC(F)(F)S(O[C:13]1[CH:14]=[CH:15][C:16]2[O:20][C:19]([C:21]3[CH:26]=[CH:25][C:24]([F:27])=[CH:23][CH:22]=3)=[C:18]([C:28](=[O:31])[NH:29][CH3:30])[C:17]=2[CH:32]=1)(=O)=O.CC1(C)C(C)(C)OB([C:43]2[CH:44]=[C:45]([C:49]3[NH:53][N:52]=[CH:51][CH:50]=3)[CH:46]=[CH:47][CH:48]=2)O1.O1CCOCC1, predict the reaction product. The product is: [NH:53]1[C:49]([C:45]2[CH:44]=[C:43]([C:13]3[CH:14]=[CH:15][C:16]4[O:20][C:19]([C:21]5[CH:22]=[CH:23][C:24]([F:27])=[CH:25][CH:26]=5)=[C:18]([C:28]([NH:29][CH3:30])=[O:31])[C:17]=4[CH:32]=3)[CH:48]=[CH:47][CH:46]=2)=[CH:50][CH:51]=[N:52]1.